Dataset: Full USPTO retrosynthesis dataset with 1.9M reactions from patents (1976-2016). Task: Predict the reactants needed to synthesize the given product. (1) Given the product [NH2:1][C:2]1[S:3][C:4]([C:17]2[CH:22]=[CH:21][C:20]([S:23][CH3:24])=[CH:19][CH:18]=2)=[C:5]([C:7]2[CH:8]=[CH:9][C:10]([CH2:11][OH:12])=[CH:15][CH:16]=2)[N:6]=1, predict the reactants needed to synthesize it. The reactants are: [NH2:1][C:2]1[S:3][C:4]([C:17]2[CH:22]=[CH:21][C:20]([S:23][CH3:24])=[CH:19][CH:18]=2)=[C:5]([C:7]2[CH:16]=[CH:15][C:10]([C:11](OC)=[O:12])=[CH:9][CH:8]=2)[N:6]=1.[H-].[Al+3].[Li+].[H-].[H-].[H-].C(OCC)(=O)C.O. (2) Given the product [Cl:1][C:2]1[CH:7]=[CH:6][C:5]([C@@H:8]2[CH2:14][C@@H:13]3[C@H:9]2[CH2:10][N:11]([C:22]([CH3:28])([CH3:27])[C:23]([O:25][CH3:26])=[O:24])[CH2:12]3)=[CH:4][CH:3]=1, predict the reactants needed to synthesize it. The reactants are: [Cl:1][C:2]1[CH:7]=[CH:6][C:5]([C@@H:8]2[CH2:14][C@@H:13]3[C@H:9]2[CH2:10][NH:11][CH2:12]3)=[CH:4][CH:3]=1.C(=O)([O-])[O-].[K+].[K+].Br[C:22]([CH3:28])([CH3:27])[C:23]([O:25][CH3:26])=[O:24]. (3) The reactants are: [NH2:1][C:2]1[N:6]([C:7]2[CH:12]=[C:11]([S:13][CH3:14])[N:10]=[C:9]([CH3:15])[N:8]=2)[N:5]=[CH:4][C:3]=1C(O)=O. Given the product [CH3:15][C:9]1[N:8]=[C:7]([N:6]2[C:2]([NH2:1])=[CH:3][CH:4]=[N:5]2)[CH:12]=[C:11]([S:13][CH3:14])[N:10]=1, predict the reactants needed to synthesize it. (4) Given the product [C:16]([N:9]1[C:10]2[C:6](=[CH:5][CH:4]=[C:3]([O:2][CH3:1])[CH:11]=2)[CH2:7][CH2:8]1)(=[O:18])[CH3:17], predict the reactants needed to synthesize it. The reactants are: [CH3:1][O:2][C:3]1[CH:11]=[C:10]2[C:6]([CH:7]=[CH:8][NH:9]2)=[CH:5][CH:4]=1.[BH3-]C#N.[Na+].[C:16](OC(=O)C)(=[O:18])[CH3:17]. (5) Given the product [Br:19][C:20]1[CH:25]=[CH:24][C:23]([CH2:26][N:12]2[N:11]=[CH:10][C:9]3[C:14](=[C:15]([F:17])[CH:16]=[C:7]([C:3]([CH3:6])([CH3:4])[CH3:5])[CH:8]=3)[C:13]2=[O:18])=[C:22]([F:28])[CH:21]=1, predict the reactants needed to synthesize it. The reactants are: [H-].[Na+].[C:3]([C:7]1[CH:8]=[C:9]2[C:14](=[C:15]([F:17])[CH:16]=1)[C:13](=[O:18])[NH:12][N:11]=[CH:10]2)([CH3:6])([CH3:5])[CH3:4].[Br:19][C:20]1[CH:25]=[CH:24][C:23]([CH2:26]Br)=[C:22]([F:28])[CH:21]=1.O. (6) Given the product [CH3:1][O:2][C:3]1[CH:8]=[CH:7][C:6]([C@@H:9]([NH:11][C:13]2[CH2:18][CH2:17][S:16][CH2:15][C:14]=2[C:19]([O:21][CH3:22])=[O:20])[CH3:10])=[CH:5][CH:4]=1, predict the reactants needed to synthesize it. The reactants are: [CH3:1][O:2][C:3]1[CH:8]=[CH:7][C:6]([C@@H:9]([NH2:11])[CH3:10])=[CH:5][CH:4]=1.O=[C:13]1[CH2:18][CH2:17][S:16][CH2:15][CH:14]1[C:19]([O:21][CH3:22])=[O:20].[O-]S([O-])(=O)=O.[Mg+2]. (7) Given the product [F:1][C:2]1[CH:7]=[CH:6][CH:5]=[C:4]([F:8])[C:3]=1[C:9]1[C:18]2[CH:17]=[C:16]([C:19]([OH:31])=[O:20])[CH:15]=[CH:14][C:13]=2[C:12]2[N:21]([S:24](=[O:25])(=[O:26])[N:27]([CH3:29])[CH3:28])[N:22]=[CH:23][C:11]=2[N:10]=1, predict the reactants needed to synthesize it. The reactants are: [F:1][C:2]1[CH:7]=[CH:6][CH:5]=[C:4]([F:8])[C:3]=1[C:9]1[C:18]2[CH:17]=[C:16]([CH:19]=[O:20])[CH:15]=[CH:14][C:13]=2[C:12]2[N:21]([S:24]([N:27]([CH3:29])[CH3:28])(=[O:26])=[O:25])[N:22]=[CH:23][C:11]=2[N:10]=1.[Mn]([O-])(=O)(=O)=[O:31].[K+]. (8) The reactants are: [N:1]1([C:10]2[C:15]([C:16]([O:18][CH3:19])=[O:17])=[CH:14][N:13]=[C:12]([Cl:20])[CH:11]=2)[C:5]2[CH:6]=[CH:7][CH:8]=[CH:9][C:4]=2N=N1.C([O-])(O)=O.[Na+]. Given the product [Cl:20][C:12]1[C:11]2[C:4]3[CH:9]=[CH:8][CH:7]=[CH:6][C:5]=3[NH:1][C:10]=2[C:15]([C:16]([O:18][CH3:19])=[O:17])=[CH:14][N:13]=1, predict the reactants needed to synthesize it. (9) Given the product [CH3:25][O:26][C:27]1[CH:28]=[C:29]2[C:34](=[CH:35][C:36]=1[O:37][CH3:38])[N:33]=[CH:32][CH:31]=[C:30]2[O:39][C:40]1[CH:45]=[CH:44][C:43]([NH:46][C:4]([C:6]2[C:7](=[O:22])[N:8]([CH2:20][CH3:21])[C:9](=[O:19])[N:10]([C:12]3[CH:13]=[CH:14][C:15]([F:18])=[CH:16][CH:17]=3)[CH:11]=2)=[O:5])=[CH:42][C:41]=1[F:47], predict the reactants needed to synthesize it. The reactants are: C(O[C:4]([C:6]1[C:7](=[O:22])[N:8]([CH2:20][CH3:21])[C:9](=[O:19])[N:10]([C:12]2[CH:17]=[CH:16][C:15]([F:18])=[CH:14][CH:13]=2)[CH:11]=1)=[O:5])C.[Li+].[OH-].[CH3:25][O:26][C:27]1[CH:28]=[C:29]2[C:34](=[CH:35][C:36]=1[O:37][CH3:38])[N:33]=[CH:32][CH:31]=[C:30]2[O:39][C:40]1[CH:45]=[CH:44][C:43]([NH2:46])=[CH:42][C:41]=1[F:47]. (10) Given the product [F:1][C:2]1[CH:3]=[C:4]2[C:11]([C:12]3[N:13]=[N:14][C:15]4[C:20]([CH3:21])([CH3:22])[C:19](=[O:23])[NH:18][C:16]=4[N:17]=3)=[N:10][N:9]([CH2:31][C:32]3[CH:37]=[CH:36][C:35]([CH3:38])=[C:34]([F:39])[CH:33]=3)[C:5]2=[N:6][C:7]=1[CH3:8], predict the reactants needed to synthesize it. The reactants are: [F:1][C:2]1[CH:3]=[C:4]2[C:11]([C:12]3[N:13]=[N:14][C:15]4[C:20]([CH3:22])([CH3:21])[C:19](=[O:23])[NH:18][C:16]=4[N:17]=3)=[N:10][NH:9][C:5]2=[N:6][C:7]=1[CH3:8].C(=O)([O-])[O-].[Cs+].[Cs+].Br[CH2:31][C:32]1[CH:37]=[CH:36][C:35]([CH3:38])=[C:34]([F:39])[CH:33]=1.